Binary Classification. Given a drug SMILES string, predict its activity (active/inactive) in a high-throughput screening assay against a specified biological target. From a dataset of HIV replication inhibition screening data with 41,000+ compounds from the AIDS Antiviral Screen. (1) The molecule is CC(C)=CC1(C)C(=NO)C(C)(CC(C)C)C(=O)N1O. The result is 0 (inactive). (2) The compound is Cc1cc(Oc2cnc(O)nc2)cs1. The result is 0 (inactive). (3) The result is 0 (inactive). The drug is OC1CC2CCN3Cc4cc5c(cc4C(C1O)C23)OCO5. (4) The compound is O=c1[nH]c(=O)n(C2CCCO2)cc1F. The result is 0 (inactive).